From a dataset of Experimentally validated miRNA-target interactions with 360,000+ pairs, plus equal number of negative samples. Binary Classification. Given a miRNA mature sequence and a target amino acid sequence, predict their likelihood of interaction. (1) The miRNA is hsa-miR-221-5p with sequence ACCUGGCAUACAAUGUAGAUUU. The protein sequence of the target gene is MMRQRQSHYCSVLFLSVNYLGGTFPGDICSEENQIVSSYASKVCFEIEEDYKNRQFLGPEGNVDVELIDKSTNRYSVWFPTAGWYLWSATGLGFLVRDEVTVTIAFGSWSQHLALDLQHHEQWLVGGPLFDVTAEPEEAVAEIHLPHFISLQGEVDVSWFLVAHFKNEGMVLEHPARVEPFYAVLESPSFSLMGILLRIASGTRLSIPITSNTLIYYHPHPEDIKFHLYLVPSDALLTKAIDDEEDRFHGVRLQTSPPMEPLNFGSSYIVSNSANLKVMPKELKLSYRSPGEIQHFSKFY.... Result: 1 (interaction). (2) The miRNA is hsa-miR-551b-3p with sequence GCGACCCAUACUUGGUUUCAG. The protein sequence of the target gene is MPSALAIFTCRPNSHPFQERHVYLDEPIKIGRSVARCRPAQNNATFDCKVLSRNHALVWFDHKTGKFYLQDTKSSNGTFINSQRLSRGSEESPPCEILSGDIIQFGVDVTENTRKVTHGCIVSTIKLFLPDGMEARLRSDVIHAPLPSPVDKVAANTPSMYSQELFQLSQYLQEALHREQMLEQKLATLQRLLAITQEASDTSWQALIDEDRLLSRLEVMGNQLQACSKNQTEDSLRKELIALQEDKHNYETTAKESLRRVLQEKIEVVRKLSEVERSLSNTEDECTHLKEMNERTQEEL.... Result: 0 (no interaction). (3) The miRNA is hsa-miR-4786-3p with sequence UGAAGCCAGCUCUGGUCUGGGC. The protein sequence of the target gene is MKKIFSKKGESPLGSFARRQRSSAGGGGEPGEGAYSQPGYHVRDRDLGKIHKAASAGNVAKVQQILLLRKNGLNDRDKMNRTALHLACANGHPEVVTLLVDRKCQLNVCDNENRTALMKAVQCQEEKCATILLEHGADPNLADVHGNTALHYAVYNEDISVATKLLLYDANIEAKNKDDLTPLLLAVSGKKQQMVEFLIKKKANVNAVDKLESSHQLISEYKEERIPKHSSQNSNSVDESSEDSLSRLSGKPGVDDSWPTSDDEDLNFDTKNVPKPSLAKLMTASQQSRKNLEATYGTVR.... Result: 1 (interaction). (4) Result: 1 (interaction). The miRNA is hsa-miR-3180-5p with sequence CUUCCAGACGCUCCGCCCCACGUCG. The protein sequence of the target gene is MKDVDNLKSIKEEWVCETGSDNQPLGNNQQSNCEYFVDSLFEEAQKVSSKCVSPAEQKKQVDVNIKLWKNGFTVNDDFRSYSDGASQQFLNSIKKGELPSELQGIFDKEEVDVKVEDKKNEICLSTKPVFQPFSGQGHRLGSATPKIVSKAKNIEVENKNNLSAVPLNNLEPITNIQIWLANGKRIVQKFNITHRVSHIKDFIEKYQGSQRSPPFSLATALPVLRLLDETLTLEEADLQNAVIIQRLQKTASFRELSEH. (5) The miRNA is hsa-miR-6886-3p with sequence UGCCCUUCUCUCCUCCUGCCU. The protein sequence of the target gene is MLALLAASVALAVAAGAQDSPAPGSRFVCTALPPEAVHAGCPLPAMPMQGGAQSPEEELRAAVLQLRETVVQQKETLGAQREAIRELTGKLARCEGLAGGKARGAGATGKDTMGDLPRDPGHVVEQLSRSLQTLKDRLESLEHQLRANVSNAGLPGDFREVLQQRLGELERQLLRKVAELEDEKSLLHNETSAHRQKTESTLNALLQRVTELERGNSAFKSPDAFKVSLPLRTNYLYGKIKKTLPELYAFTICLWLRSSASPGIGTPFSYAVPGQANEIVLIEWGNNPIELLINDKVAQL.... Result: 1 (interaction).